From a dataset of NCI-60 drug combinations with 297,098 pairs across 59 cell lines. Regression. Given two drug SMILES strings and cell line genomic features, predict the synergy score measuring deviation from expected non-interaction effect. Drug 1: C1CCN(CC1)CCOC2=CC=C(C=C2)C(=O)C3=C(SC4=C3C=CC(=C4)O)C5=CC=C(C=C5)O. Drug 2: C1=NNC2=C1C(=O)NC=N2. Cell line: PC-3. Synergy scores: CSS=4.35, Synergy_ZIP=-0.0566, Synergy_Bliss=2.42, Synergy_Loewe=1.24, Synergy_HSA=0.593.